Dataset: Catalyst prediction with 721,799 reactions and 888 catalyst types from USPTO. Task: Predict which catalyst facilitates the given reaction. (1) Reactant: [OH-].[Na+].[CH3:3][C:4]1[CH:9]=[CH:8][C:7](/[CH:10]=[CH:11]/[C:12]([O:14]CC)=[O:13])=[C:6]([CH2:17][N:18]2[N:22]=[N:21][C:20]([CH3:23])=[N:19]2)[CH:5]=1. Product: [CH3:3][C:4]1[CH:9]=[CH:8][C:7](/[CH:10]=[CH:11]/[C:12]([OH:14])=[O:13])=[C:6]([CH2:17][N:18]2[N:22]=[N:21][C:20]([CH3:23])=[N:19]2)[CH:5]=1. The catalyst class is: 1. (2) Reactant: CC1(C)[O:6][CH:5]([CH2:7][CH2:8][CH2:9][N:10](C=O)C=O)[CH2:4][O:3]1.[ClH:16]. The catalyst class is: 8. Product: [ClH:16].[NH2:10][CH2:9][CH2:8][CH2:7][CH:5]([OH:6])[CH2:4][OH:3]. (3) Reactant: [Br:1][C:2]1[CH:3]=[CH:4][C:5]2[N:9]=[C:8](C(Cl)(Cl)Cl)[N:7]([C:14]3[CH:19]=[CH:18][N:17]=[C:16]([NH2:20])[N:15]=3)[C:6]=2[CH:21]=1.[F:22][C:23]([F:27])([F:26])[CH2:24][OH:25].C(=O)([O-])[O-].[Cs+].[Cs+]. Product: [Br:1][C:2]1[CH:3]=[CH:4][C:5]2[N:9]=[C:8]([O:25][CH2:24][C:23]([F:27])([F:26])[F:22])[N:7]([C:14]3[CH:19]=[CH:18][N:17]=[C:16]([NH2:20])[N:15]=3)[C:6]=2[CH:21]=1. The catalyst class is: 9. (4) Reactant: [N+:1]([C:4]1[CH:19]=[CH:18][C:7]([C:8]([O:10][CH2:11][C:12]2[CH:17]=[CH:16][CH:15]=[CH:14][CH:13]=2)=[O:9])=[CH:6][CH:5]=1)([O-])=O.C([O-])(O)=O.[Na+].CCOC(C)=O. Product: [NH2:1][C:4]1[CH:19]=[CH:18][C:7]([C:8]([O:10][CH2:11][C:12]2[CH:17]=[CH:16][CH:15]=[CH:14][CH:13]=2)=[O:9])=[CH:6][CH:5]=1. The catalyst class is: 1. (5) Reactant: [NH:1]1[C:5]2[CH:6]=[CH:7][CH:8]=[CH:9][C:4]=2[N:3]=[C:2]1[NH:10][CH2:11][C:12]1[CH:17]=[CH:16][CH:15]=[C:14]([NH:18][C:19]2[CH:24]=[C:23](Cl)[N:22]=[CH:21][N:20]=2)[CH:13]=1.[CH3:26][O:27][C:28]1[CH:33]=[CH:32][CH:31]=[CH:30][C:29]=1B(O)O.C([O-])([O-])=O.[Na+].[Na+].O. Product: [NH:1]1[C:5]2[CH:6]=[CH:7][CH:8]=[CH:9][C:4]=2[N:3]=[C:2]1[NH:10][CH2:11][C:12]1[CH:17]=[CH:16][CH:15]=[C:14]([NH:18][C:19]2[CH:24]=[C:23]([C:29]3[CH:30]=[CH:31][CH:32]=[CH:33][C:28]=3[O:27][CH3:26])[N:22]=[CH:21][N:20]=2)[CH:13]=1. The catalyst class is: 216. (6) Reactant: Br[C:2]1[S:3][C:4]([C:7](=[O:9])[CH3:8])=[CH:5][CH:6]=1.[N:10]1[CH:15]=[CH:14][C:13](B(O)O)=[CH:12][CH:11]=1.O1CCOCC1.O.C(=O)([O-])[O-].[Cs+].[Cs+]. Product: [N:10]1[CH:15]=[CH:14][C:13]([C:2]2[S:3][C:4]([C:7](=[O:9])[CH3:8])=[CH:5][CH:6]=2)=[CH:12][CH:11]=1. The catalyst class is: 140.